This data is from Reaction yield outcomes from USPTO patents with 853,638 reactions. The task is: Predict the reaction yield, written as a fraction of the theoretical maximum amount of product (1.0 means a 100% yield; for example, 0.34 means a 34% yield). (1) The reactants are C([Li])CCC.Br[C:7]1[C:8]([Cl:13])=[N:9][CH:10]=[CH:11][CH:12]=1.COB(OC)OC.[C:21]([O:25][C:26](=[O:47])[NH:27][C:28]([C:30]1[S:31][C:32]([S:45][CH3:46])=[C:33]([S:35]([C:38]2[CH:43]=[CH:42][CH:41]=[C:40](Br)[CH:39]=2)(=[O:37])=[O:36])[CH:34]=1)=[NH:29])([CH3:24])([CH3:23])[CH3:22].C([O-])([O-])=O.[Na+].[Na+]. The catalyst is CCOCC.C1C=CC([P]([Pd]([P](C2C=CC=CC=2)(C2C=CC=CC=2)C2C=CC=CC=2)([P](C2C=CC=CC=2)(C2C=CC=CC=2)C2C=CC=CC=2)[P](C2C=CC=CC=2)(C2C=CC=CC=2)C2C=CC=CC=2)(C2C=CC=CC=2)C2C=CC=CC=2)=CC=1.C1(C)C=CC=CC=1.C(O)C. The product is [C:21]([O:25][C:26](=[O:47])[NH:27][C:28]([C:30]1[S:31][C:32]([S:45][CH3:46])=[C:33]([S:35]([C:38]2[CH:43]=[CH:42][CH:41]=[C:40]([C:7]3[C:8]([Cl:13])=[N:9][CH:10]=[CH:11][CH:12]=3)[CH:39]=2)(=[O:37])=[O:36])[CH:34]=1)=[NH:29])([CH3:24])([CH3:23])[CH3:22]. The yield is 0.580. (2) The reactants are [CH2:1]([O:8][C:9]([N:11]1[CH2:22][C@@H:17]2[C@H:18]([O:19][CH2:20][CH3:21])[C@H:12]1[CH:13]([O:16]2)[O:14]C)=[O:10])[C:2]1[CH:7]=[CH:6][CH:5]=[CH:4][CH:3]=1.FC(F)(F)C(O)=O. No catalyst specified. The product is [CH2:1]([O:8][C:9]([N:11]1[CH2:22][C@@H:17]([OH:16])[C@H:18]([O:19][CH2:20][CH3:21])[C@H:12]1[CH:13]=[O:14])=[O:10])[C:2]1[CH:3]=[CH:4][CH:5]=[CH:6][CH:7]=1. The yield is 0.770. (3) The reactants are [CH2:1]([O:8][C@@H:9]1[C@@:13]([CH2:23][OH:24])([CH2:14][O:15][CH2:16][C:17]2[CH:22]=[CH:21][CH:20]=[CH:19][CH:18]=2)[O:12][C@@H:11]([N:25]2[CH:33]=[C:31]([CH3:32])[C:29](=[O:30])[NH:28][C:26]2=[O:27])[C@@H:10]1[OH:34])[C:2]1[CH:7]=[CH:6][CH:5]=[CH:4][CH:3]=1.[C:35]1([CH3:45])[CH:40]=[CH:39][C:38]([S:41](Cl)(=[O:43])=[O:42])=[CH:37][CH:36]=1. The catalyst is CN(C1C=CN=CC=1)C.ClCCl. The product is [CH2:1]([O:8][C@@H:9]1[C@@:13]([CH2:23][O:24][S:41]([C:38]2[CH:39]=[CH:40][C:35]([CH3:45])=[CH:36][CH:37]=2)(=[O:43])=[O:42])([CH2:14][O:15][CH2:16][C:17]2[CH:22]=[CH:21][CH:20]=[CH:19][CH:18]=2)[O:12][C@@H:11]([N:25]2[CH:33]=[C:31]([CH3:32])[C:29](=[O:30])[NH:28][C:26]2=[O:27])[C@@H:10]1[O:34][S:41]([C:38]1[CH:39]=[CH:40][C:35]([CH3:45])=[CH:36][CH:37]=1)(=[O:43])=[O:42])[C:2]1[CH:3]=[CH:4][CH:5]=[CH:6][CH:7]=1. The yield is 0.800. (4) The reactants are [NH2:1][N:2]1[CH:6]=[CH:5][CH:4]=[C:3]1[C:7]([NH:9][C:10]1[CH:15]=[CH:14][CH:13]=[CH:12][CH:11]=1)=[O:8].[C:16]([O:20][C:21]([NH:23][C@@H:24]([CH2:28][CH3:29])[C:25](O)=[O:26])=[O:22])([CH3:19])([CH3:18])[CH3:17].CCN=C=NCCCN(C)C.Cl. The catalyst is C1COCC1.ClCCl. The product is [O:26]=[C:25]([NH:1][N:2]1[CH:6]=[CH:5][CH:4]=[C:3]1[C:7](=[O:8])[NH:9][C:10]1[CH:15]=[CH:14][CH:13]=[CH:12][CH:11]=1)[C@@H:24]([NH:23][C:21](=[O:22])[O:20][C:16]([CH3:19])([CH3:18])[CH3:17])[CH2:28][CH3:29]. The yield is 0.640.